Dataset: Human Reference Interactome with 51,813 positive PPI pairs across 8,248 proteins, plus equal number of experimentally-validated negative pairs. Task: Binary Classification. Given two protein amino acid sequences, predict whether they physically interact or not. Protein 1 (ENSG00000105136) has sequence MAAAALRDPAQVPVAADLLTDHEEGYVTFEDVAVYFSQEEWRLLDDAQRLLYRNVMLENFTLLASLGLASSKTHEITQLESWEEPFMPAWEVVTSAIPRGCWHGAEAEEAPEQIASVGLLSSNIQQHQKQHCGEKPLKRQEGRVPVLRSCKVHLSEKSLQSREVGKALLISSGVLKHQVTHTGEKSHRSSKSREAFHAGKRHYKCSECGKAFGQKYLLVQHQRLHAGKKTYECSECGKLFRDMSNLFIHQIVHTGERPYGCSNCGKSFSRNAHLIEHQRVHTGEKPFTCSECGKAFRHNS.... Protein 2 (ENSG00000119403) has sequence MENRALDPGTRDSYGATSHLPNKGALAKVKNNFKDLMSKLTEGQYVLCRWTDGLYYLGKIKRVSSSKQSCLVTFEDNSKYWVLWKDIQHAGVPGEEPKCNICLGKTSGPLNEILICGKCGLGYHQQCHIPIAGSADQPLLTPWFCRRCIFALAVRVSLPSSPVPASPASSSGADQRLPSQSLSSKQKGHTWALETDSASATVLGQDL*MENRALDPGTRDSYGATSHLPNKGALAKVKNNFKDLMSKLTEGQYVLCRWTDGLYYLGKIKRVSSSKQSCLVTFEDNSKYWVLWKDIQHAGV.... Result: 0 (the proteins do not interact).